This data is from Forward reaction prediction with 1.9M reactions from USPTO patents (1976-2016). The task is: Predict the product of the given reaction. (1) Given the reactants Br[C:2]1[S:6][CH:5]=[C:4]([CH:7]=[O:8])[CH:3]=1.Cl[C:10]1[CH:15]=[N:14][CH:13]=[CH:12][N:11]=1.BrC1C=CC(C=O)=C(F)C=1.BrC1N=CC=CN=1, predict the reaction product. The product is: [N:11]1[CH:12]=[CH:13][N:14]=[CH:15][C:10]=1[C:2]1[S:6][CH:5]=[C:4]([CH:7]=[O:8])[CH:3]=1. (2) Given the reactants [O:1]1[CH:5]=[CH:4][CH:3]=[C:2]1[C:6](=[O:11])[CH2:7][C:8](=O)[CH3:9].[Cl:12][C:13]1[C:14]2[CH:25]=[CH:24][C:23]([F:26])=[CH:22][C:15]=2[S:16][C:17]=1[C:18]([NH:20][NH2:21])=[O:19], predict the reaction product. The product is: [Cl:12][C:13]1[C:14]2[CH:25]=[CH:24][C:23]([F:26])=[CH:22][C:15]=2[S:16][C:17]=1[C:18]([NH:20][N:21]=[C:8]([CH2:7][C:6]([C:2]1[O:1][CH:5]=[CH:4][CH:3]=1)=[O:11])[CH3:9])=[O:19]. (3) Given the reactants I[C:2]1[CH:7]=[CH:6][C:5]([C:8]([F:11])([F:10])[F:9])=[CH:4][CH:3]=1.C([Mg]Cl)(C)C.[C:17](Cl)(=[O:21])/[CH:18]=[CH:19]/[CH3:20].Cl, predict the reaction product. The product is: [F:9][C:8]([F:11])([F:10])[C:5]1[CH:6]=[CH:7][C:2]([C:17](=[O:21])/[CH:18]=[CH:19]/[CH3:20])=[CH:3][CH:4]=1. (4) The product is: [F:1][C:2]1[CH:7]=[CH:6][C:5]([O:8][C:10]2[C:19]3[C:14](=[CH:15][C:16]([O:22][CH3:23])=[CH:17][C:18]=3[O:20][CH3:21])[CH:13]=[C:12]([NH:24][C:25]3[CH:29]=[C:28]([CH3:30])[NH:27][N:26]=3)[N:11]=2)=[CH:4][CH:3]=1. Given the reactants [F:1][C:2]1[CH:7]=[CH:6][C:5]([OH:8])=[CH:4][CH:3]=1.Cl[C:10]1[C:19]2[C:14](=[CH:15][C:16]([O:22][CH3:23])=[CH:17][C:18]=2[O:20][CH3:21])[CH:13]=[C:12]([NH:24][C:25]2[CH:29]=[C:28]([CH3:30])[NH:27][N:26]=2)[N:11]=1, predict the reaction product. (5) Given the reactants [C:1](#[N:5])[CH2:2][C:3]#[N:4].[F:6][C:7]1[CH:14]=[CH:13][CH:12]=[C:11]([F:15])[C:8]=1[CH:9]=O.N1CCCCC1.[C:22]([CH2:24][C:25]([NH2:27])=[S:26])#[N:23], predict the reaction product. The product is: [NH2:4][C:3]1[S:26][C:25]([NH2:27])=[C:24]([C:22]#[N:23])[CH:9]([C:8]2[C:7]([F:6])=[CH:14][CH:13]=[CH:12][C:11]=2[F:15])[C:2]=1[C:1]#[N:5]. (6) The product is: [C:21]([C:23]1[CH:31]=[CH:30][C:26]([C:27]([N:10]2[CH2:9][C@H:8]([NH:7][C:6](=[O:20])[O:5][C:1]([CH3:4])([CH3:2])[CH3:3])[C:14](=[O:15])[NH:13][C:12]3[CH:16]=[CH:17][CH:18]=[CH:19][C:11]2=3)=[O:28])=[CH:25][CH:24]=1)#[N:22]. Given the reactants [C:1]([O:5][C:6](=[O:20])[NH:7][C@@H:8]1[C:14](=[O:15])[NH:13][C:12]2[CH:16]=[CH:17][CH:18]=[CH:19][C:11]=2[NH:10][CH2:9]1)([CH3:4])([CH3:3])[CH3:2].[C:21]([C:23]1[CH:31]=[CH:30][C:26]([C:27](O)=[O:28])=[CH:25][CH:24]=1)#[N:22].O=P(Cl)(Cl)Cl, predict the reaction product. (7) Given the reactants Br[C:2]1[CH:3]=[C:4]([CH2:8][N:9]2[CH2:14][CH2:13][N:12]([CH3:15])[CH2:11][CH2:10]2)[CH:5]=[N:6][CH:7]=1.[Cl:16][C:17]1[CH:25]=[C:24]2[C:20]([CH:21]=[C:22](B(O)O)[N:23]2C(OC(C)(C)C)=O)=[CH:19][CH:18]=1, predict the reaction product. The product is: [Cl:16][C:17]1[CH:25]=[C:24]2[C:20]([CH:21]=[C:22]([C:2]3[CH:7]=[N:6][CH:5]=[C:4]([CH2:8][N:9]4[CH2:14][CH2:13][N:12]([CH3:15])[CH2:11][CH2:10]4)[CH:3]=3)[NH:23]2)=[CH:19][CH:18]=1. (8) Given the reactants [NH2:1][C:2]1[N:10]=[C:9]([O:11][CH2:12][CH2:13][CH2:14][CH3:15])[N:8]=[C:7]2[C:3]=1[N:4]=[C:5]([O:33]C)[N:6]2[CH2:16][CH2:17][CH2:18][CH2:19][N:20]1[CH2:25][CH2:24][N:23](C(OC(C)(C)C)=O)[CH2:22][CH2:21]1.Cl.O1CCOCC1, predict the reaction product. The product is: [NH2:1][C:2]1[N:10]=[C:9]([O:11][CH2:12][CH2:13][CH2:14][CH3:15])[N:8]=[C:7]2[C:3]=1[NH:4][C:5](=[O:33])[N:6]2[CH2:16][CH2:17][CH2:18][CH2:19][N:20]1[CH2:25][CH2:24][NH:23][CH2:22][CH2:21]1.